From a dataset of Full USPTO retrosynthesis dataset with 1.9M reactions from patents (1976-2016). Predict the reactants needed to synthesize the given product. (1) Given the product [CH3:1][NH:3][C:20](=[O:22])[CH2:19][C:12]1[C:13]2=[N:14][CH:15]=[CH:16][CH:17]=[C:18]2[NH:10][CH:11]=1, predict the reactants needed to synthesize it. The reactants are: [CH2:1]([N:3](CC)CC)C.CN.[NH:10]1[C:18]2[C:13](=[N:14][CH:15]=[CH:16][CH:17]=2)[C:12]([CH2:19][C:20]([O:22]CC)=O)=[CH:11]1. (2) Given the product [CH2:1]([N:8]1[CH2:13][CH2:12][C:11]([N:20]([C:21]2[CH:26]=[CH:25][CH:24]=[CH:23][CH:22]=2)[C:28](=[O:30])[CH3:29])([C:14]2[S:15][CH:16]=[C:17]([CH3:19])[N:18]=2)[CH2:10][CH:9]1[CH3:27])[C:2]1[CH:3]=[CH:4][CH:5]=[CH:6][CH:7]=1, predict the reactants needed to synthesize it. The reactants are: [CH2:1]([N:8]1[CH2:13][CH2:12][C:11]([NH:20][C:21]2[CH:26]=[CH:25][CH:24]=[CH:23][CH:22]=2)([C:14]2[S:15][CH:16]=[C:17]([CH3:19])[N:18]=2)[CH2:10][CH:9]1[CH3:27])[C:2]1[CH:7]=[CH:6][CH:5]=[CH:4][CH:3]=1.[C:28](Cl)(=[O:30])[CH3:29]. (3) Given the product [F:1][C:2]1[CH:3]=[C:4]([CH:15]=[CH:16][C:17]=1[F:18])[O:5][C:6]1[CH:11]=[CH:10][C:9]([CH2:12][O:13][C:20]2[CH:31]=[C:24]3[N:25]([CH3:30])[C@@H:26]([CH3:29])[CH2:27][CH2:28][N:23]3[C:22](=[O:32])[N:21]=2)=[CH:8][C:7]=1[F:14], predict the reactants needed to synthesize it. The reactants are: [F:1][C:2]1[CH:3]=[C:4]([CH:15]=[CH:16][C:17]=1[F:18])[O:5][C:6]1[CH:11]=[CH:10][C:9]([CH2:12][OH:13])=[CH:8][C:7]=1[F:14].Cl[C:20]1[CH:31]=[C:24]2[N:25]([CH3:30])[C@@H:26]([CH3:29])[CH2:27][CH2:28][N:23]2[C:22](=[O:32])[N:21]=1. (4) Given the product [CH2:17]([O:1][C:2]1[CH:3]=[CH:4][C:5]([C@@H:8]([C:14]#[C:15][CH3:16])[CH2:9][C:10]([O:12][CH3:13])=[O:11])=[CH:6][CH:7]=1)[C:18]1[CH:23]=[CH:22][CH:21]=[CH:20][CH:19]=1, predict the reactants needed to synthesize it. The reactants are: [OH:1][C:2]1[CH:7]=[CH:6][C:5]([C@@H:8]([C:14]#[C:15][CH3:16])[CH2:9][C:10]([O:12][CH3:13])=[O:11])=[CH:4][CH:3]=1.[CH2:17](Br)[C:18]1[CH:23]=[CH:22][CH:21]=[CH:20][CH:19]=1.C([O-])([O-])=O.[Cs+].[Cs+]. (5) Given the product [N+:1]([C:4]1[CH:5]=[C:6]([CH:10]([O:14][NH2:16])[CH2:11][CH:12]=[CH2:13])[CH:7]=[CH:8][CH:9]=1)([O-:3])=[O:2], predict the reactants needed to synthesize it. The reactants are: [N+:1]([C:4]1[CH:5]=[C:6]([CH:10]([OH:14])[CH2:11][CH:12]=[CH2:13])[CH:7]=[CH:8][CH:9]=1)([O-:3])=[O:2].O[N:16]1C(=O)C2=CC=CC=C2C1=O.C1(P(C2C=CC=CC=2)C2C=CC=CC=2)C=CC=CC=1.N(C(OCC)=O)=NC(OCC)=O.O.NN.